The task is: Regression. Given two drug SMILES strings and cell line genomic features, predict the synergy score measuring deviation from expected non-interaction effect.. This data is from NCI-60 drug combinations with 297,098 pairs across 59 cell lines. (1) Drug 1: C#CCC(CC1=CN=C2C(=N1)C(=NC(=N2)N)N)C3=CC=C(C=C3)C(=O)NC(CCC(=O)O)C(=O)O. Drug 2: CN(C(=O)NC(C=O)C(C(C(CO)O)O)O)N=O. Cell line: HCT-15. Synergy scores: CSS=5.33, Synergy_ZIP=-0.485, Synergy_Bliss=-6.01, Synergy_Loewe=-3.33, Synergy_HSA=-5.17. (2) Drug 1: CN(CCCl)CCCl.Cl. Drug 2: C1CN(P(=O)(OC1)NCCCl)CCCl. Cell line: SK-MEL-28. Synergy scores: CSS=4.99, Synergy_ZIP=0.257, Synergy_Bliss=0.667, Synergy_Loewe=-0.0299, Synergy_HSA=-0.879. (3) Drug 1: CS(=O)(=O)CCNCC1=CC=C(O1)C2=CC3=C(C=C2)N=CN=C3NC4=CC(=C(C=C4)OCC5=CC(=CC=C5)F)Cl. Drug 2: CCN(CC)CCNC(=O)C1=C(NC(=C1C)C=C2C3=C(C=CC(=C3)F)NC2=O)C. Cell line: A498. Synergy scores: CSS=9.84, Synergy_ZIP=-0.355, Synergy_Bliss=1.29, Synergy_Loewe=-2.31, Synergy_HSA=-2.20. (4) Drug 1: C1=CC(=CC=C1CC(C(=O)O)N)N(CCCl)CCCl.Cl. Drug 2: CS(=O)(=O)OCCCCOS(=O)(=O)C. Cell line: RXF 393. Synergy scores: CSS=16.3, Synergy_ZIP=-3.25, Synergy_Bliss=2.07, Synergy_Loewe=2.02, Synergy_HSA=2.33. (5) Drug 1: C1=CC=C(C=C1)NC(=O)CCCCCCC(=O)NO. Drug 2: C1CCC(C(C1)N)N.C(=O)(C(=O)[O-])[O-].[Pt+4]. Cell line: UACC-257. Synergy scores: CSS=26.2, Synergy_ZIP=-5.88, Synergy_Bliss=0.900, Synergy_Loewe=-7.02, Synergy_HSA=2.51.